From a dataset of Full USPTO retrosynthesis dataset with 1.9M reactions from patents (1976-2016). Predict the reactants needed to synthesize the given product. (1) Given the product [Cl:17][CH2:2][CH2:3][N:4]([CH2:12][CH2:26][Cl:27])[CH2:5][C:6]1[CH:11]=[CH:10][CH:9]=[CH:8][CH:7]=1, predict the reactants needed to synthesize it. The reactants are: O[CH2:2][CH2:3][N:4]([CH2:12]CO)[CH2:5][C:6]1[CH:11]=[CH:10][CH:9]=[CH:8][CH:7]=1.S(Cl)([Cl:17])=O.O.C(=O)([O-])O.[Na+].Cl[CH2:26][Cl:27]. (2) Given the product [CH3:2][N:13]1[N:12]=[N:11][C:10]([C:6]2[CH:7]=[CH:8][CH:9]=[C:4]([CH3:3])[CH:5]=2)=[N:14]1, predict the reactants needed to synthesize it. The reactants are: I[CH3:2].[CH3:3][C:4]1[CH:5]=[C:6]([C:10]2[NH:14][N:13]=[N:12][N:11]=2)[CH:7]=[CH:8][CH:9]=1.[OH-].[Na+]. (3) The reactants are: [C:1]([C:4]1[CH:9]=[CH:8][C:7]([C:10]2[C:11]3[C:12]4[CH:25]=[CH:24][S:23][C:13]=4[C:14](=[O:22])[NH:15][C:16]=3[CH:17]=[CH:18][C:19]=2[O:20]C)=[CH:6][CH:5]=1)(=[O:3])[CH3:2].BrB(Br)Br. Given the product [C:1]([C:4]1[CH:5]=[CH:6][C:7]([C:10]2[C:11]3[C:12]4[CH:25]=[CH:24][S:23][C:13]=4[C:14](=[O:22])[NH:15][C:16]=3[CH:17]=[CH:18][C:19]=2[OH:20])=[CH:8][CH:9]=1)(=[O:3])[CH3:2], predict the reactants needed to synthesize it. (4) Given the product [Br:13][C:11]1[CH:12]=[C:3]([O:2][CH3:1])[CH:4]=[C:5]2[C:10]=1[NH:9][CH2:8][CH2:7][CH2:6]2, predict the reactants needed to synthesize it. The reactants are: [CH3:1][O:2][C:3]1[CH:4]=[C:5]2[C:10](=[CH:11][CH:12]=1)[NH:9][CH2:8][CH2:7][CH2:6]2.[Br-:13].[Br-].[Br-].[NH+]1C=CC=CC=1.[NH+]1C=CC=CC=1.[NH+]1C=CC=CC=1.